From a dataset of Reaction yield outcomes from USPTO patents with 853,638 reactions. Predict the reaction yield, written as a fraction of the theoretical maximum amount of product (1.0 means a 100% yield; for example, 0.34 means a 34% yield). The reactants are Cl[CH2:2][CH2:3][CH2:4][O:5][C:6]1[CH:15]=[C:14]2[C:9]([C:10]([O:16][C:17]3[CH:22]=[C:21]([CH3:23])[C:20]([CH3:24])=[CH:19][C:18]=3[C:25](=[O:27])[CH3:26])=[CH:11][CH:12]=[N:13]2)=[CH:8][C:7]=1[O:28][CH3:29].[NH:30]1[CH2:35][CH2:34][O:33][CH2:32][CH2:31]1.C(=O)([O-])[O-].[K+].[K+].O. The catalyst is CN(C)C=O. The product is [CH3:29][O:28][C:7]1[CH:8]=[C:9]2[C:14](=[CH:15][C:6]=1[O:5][CH2:4][CH2:3][CH2:2][N:30]1[CH2:35][CH2:34][O:33][CH2:32][CH2:31]1)[N:13]=[CH:12][CH:11]=[C:10]2[O:16][C:17]1[CH:22]=[C:21]([CH3:23])[C:20]([CH3:24])=[CH:19][C:18]=1[C:25](=[O:27])[CH3:26]. The yield is 0.680.